Task: Predict which catalyst facilitates the given reaction.. Dataset: Catalyst prediction with 721,799 reactions and 888 catalyst types from USPTO (1) Reactant: C(S[C:4]1[CH:9]=[CH:8][CH:7]=[CH:6][C:5]=1[C:10]1[N:22]([CH3:23])[C:13]2=[N:14][CH:15]=[C:16]([C:18]([F:21])([F:20])[F:19])[CH:17]=[C:12]2[N:11]=1)C.Cl[C:25]1C=CC=C(C(OO)=O)[CH:26]=1.[S:35]([O-:39])([O-])(=[O:37])=S.[Na+].[Na+]. Product: [CH2:25]([S:35]([C:4]1[CH:9]=[CH:8][CH:7]=[CH:6][C:5]=1[C:10]1[N:22]([CH3:23])[C:13]2=[N:14][CH:15]=[C:16]([C:18]([F:21])([F:19])[F:20])[CH:17]=[C:12]2[N:11]=1)(=[O:39])=[O:37])[CH3:26]. The catalyst class is: 22. (2) Reactant: [Cl:1][C:2]1[CH:7]=[C:6]([CH2:8]Cl)[CH:5]=[C:4]([Cl:10])[C:3]=1[C:11]1[NH:12][C:13]2[C:19]3[CH:20]=[CH:21][N:22]=[CH:23][C:18]=3[NH:17][C:16]3[N:24]=[CH:25][CH:26]=[CH:27][C:15]=3[C:14]=2[N:28]=1.[C-:29]#[N:30].[Na+]. Product: [Cl:1][C:2]1[CH:7]=[C:6]([CH2:8][C:29]#[N:30])[CH:5]=[C:4]([Cl:10])[C:3]=1[C:11]1[NH:12][C:13]2[C:19]3[CH:20]=[CH:21][N:22]=[CH:23][C:18]=3[NH:17][C:16]3[N:24]=[CH:25][CH:26]=[CH:27][C:15]=3[C:14]=2[N:28]=1. The catalyst class is: 376. (3) Reactant: [OH:1][C:2]1[CH:3]=[C:4]2[C:8](=[C:9]([N:11]([CH3:21])[S:12]([C:15]3[CH:20]=[CH:19][CH:18]=[CH:17][N:16]=3)(=[O:14])=[O:13])[CH:10]=1)[NH:7][C:6]([C:22]1[S:23][CH:24]([CH2:27][N:28]3[CH2:33][CH2:32][S:31][CH2:30][CH2:29]3)[CH2:25][N:26]=1)=[CH:5]2.C(P(CCCC)CCCC)CCC.[CH3:47][O:48][CH2:49][C@H:50](O)[CH3:51].N(C(N1CCCCC1)=O)=NC(N1CCCCC1)=O. Product: [CH3:47][O:48][CH2:49][C@H:50]([CH3:51])[O:1][C:2]1[CH:3]=[C:4]2[C:8](=[C:9]([N:11]([CH3:21])[S:12]([C:15]3[CH:20]=[CH:19][CH:18]=[CH:17][N:16]=3)(=[O:14])=[O:13])[CH:10]=1)[NH:7][C:6]([C:22]1[S:23][CH:24]([CH2:27][N:28]3[CH2:33][CH2:32][S:31][CH2:30][CH2:29]3)[CH2:25][N:26]=1)=[CH:5]2. The catalyst class is: 359. (4) Reactant: [CH2:1]([O:3][CH:4]([O:13][CH2:14][CH3:15])[C:5]1[CH:12]=[CH:11][C:8]([CH:9]=O)=[CH:7][CH:6]=1)[CH3:2].[CH3:16][NH:17][CH3:18].[BH4-].[Na+]. Product: [CH2:1]([O:3][CH:4]([O:13][CH2:14][CH3:15])[C:5]1[CH:12]=[CH:11][C:8]([CH2:9][N:17]([CH3:18])[CH3:16])=[CH:7][CH:6]=1)[CH3:2]. The catalyst class is: 5. (5) Reactant: C([NH:5][S:6]([C:9]1[S:10][C:11]([C:14]2[N:19]=[C:18]([NH:20][C:21]3[CH:25]=[C:24]([CH:26]4[CH2:28][CH2:27]4)[NH:23][N:22]=3)[CH:17]=[CH:16][N:15]=2)=[CH:12][CH:13]=1)(=[O:8])=[O:7])(C)(C)C.B(Cl)(Cl)Cl.C(Cl)Cl.O. Product: [CH:26]1([C:24]2[NH:23][N:22]=[C:21]([NH:20][C:18]3[CH:17]=[CH:16][N:15]=[C:14]([C:11]4[S:10][C:9]([S:6]([NH2:5])(=[O:7])=[O:8])=[CH:13][CH:12]=4)[N:19]=3)[CH:25]=2)[CH2:28][CH2:27]1. The catalyst class is: 2. (6) Reactant: [OH:1][C:2]1[C:7]([C:8]2[CH:13]=[CH:12][CH:11]=[CH:10][CH:9]=2)=[N:6][NH:5][C:4](=[O:14])[C:3]=1[C:15]([O:17]CC)=O.[C:20]([O-:23])(=[O:22])[CH3:21].[NH2+:24]1CCCCC1.C(O)C.C1(C)C=CC=CC=1.N12CCCC=C1CCCCN2. Product: [OH:1][C:2]1[C:7]([C:8]2[CH:9]=[CH:10][CH:11]=[CH:12][CH:13]=2)=[N:6][NH:5][C:4](=[O:14])[C:3]=1[C:15]([NH:24][CH2:21][C:20]([OH:23])=[O:22])=[O:17]. The catalyst class is: 11.